This data is from Catalyst prediction with 721,799 reactions and 888 catalyst types from USPTO. The task is: Predict which catalyst facilitates the given reaction. (1) The catalyst class is: 5. Reactant: [C:1]([C:5]1[CH:6]=[C:7]2[C:11](=[CH:12][CH:13]=1)[C:10](=[O:14])[CH2:9][CH2:8]2)([CH3:4])([CH3:3])[CH3:2].[N:15](OCCC(C)C)=[O:16].Cl. Product: [C:1]([C:5]1[CH:6]=[C:7]2[C:11](=[CH:12][CH:13]=1)[C:10](=[O:14])[C:9](=[N:15][OH:16])[CH2:8]2)([CH3:4])([CH3:2])[CH3:3]. (2) Reactant: Cl[C:2]1[N:10]=[C:9]2[C:5]([N:6]([CH2:17][CH3:18])[C:7](=[O:16])[N:8]2[CH:11]2[CH2:15][CH2:14][CH2:13][CH2:12]2)=[CH:4][N:3]=1.[CH3:19][O:20][C:21]1[CH:27]=[C:26]([N:28]2[CH2:33][CH2:32][N:31]([CH3:34])[CH2:30][CH2:29]2)[CH:25]=[CH:24][C:22]=1[NH2:23].C1(C)C=CC(S(O)(=O)=O)=CC=1. Product: [CH:11]1([N:8]2[C:7](=[O:16])[N:6]([CH2:17][CH3:18])[C:5]3[C:9]2=[N:10][C:2]([NH:23][C:22]2[CH:24]=[CH:25][C:26]([N:28]4[CH2:33][CH2:32][N:31]([CH3:34])[CH2:30][CH2:29]4)=[CH:27][C:21]=2[O:20][CH3:19])=[N:3][CH:4]=3)[CH2:15][CH2:14][CH2:13][CH2:12]1. The catalyst class is: 41. (3) Reactant: Cl[C:2]1[C:11]2=[N:12][N:13](CC3C=CC(OC)=CC=3)[CH:14]=[C:10]2[C:9]2[CH:8]=[C:7]([O:24][CH3:25])[CH:6]=[CH:5][C:4]=2[N:3]=1.[CH3:26][N:27]([CH3:43])[CH2:28][CH2:29][N:30]1[CH2:35][CH2:34][N:33]([C:36]2[CH:42]=[CH:41][C:39]([NH2:40])=[CH:38][CH:37]=2)[CH2:32][CH2:31]1.Cl. Product: [CH3:26][N:27]([CH3:43])[CH2:28][CH2:29][N:30]1[CH2:35][CH2:34][N:33]([C:36]2[CH:42]=[CH:41][C:39]([NH:40][C:2]3[C:11]4=[N:12][NH:13][CH:14]=[C:10]4[C:9]4[CH:8]=[C:7]([O:24][CH3:25])[CH:6]=[CH:5][C:4]=4[N:3]=3)=[CH:38][CH:37]=2)[CH2:32][CH2:31]1. The catalyst class is: 71. (4) Reactant: [Br:1][C:2]1[C:3]([CH2:22][C:23]([OH:25])=O)=[CH:4][C:5]([NH:8][C:9]2[S:10][CH:11]=[C:12]([CH2:14][CH2:15][C:16]3[CH:21]=[CH:20][CH:19]=[CH:18][CH:17]=3)[N:13]=2)=[N:6][CH:7]=1.CCN(C(C)C)C(C)C.F[P-](F)(F)(F)(F)F.CN(C)C(F)=[N+](C)C.O[NH:51][C:52](=[NH:54])[CH3:53]. Product: [Br:1][C:2]1[C:3]([CH2:22][C:23]2[O:25][N:54]=[C:52]([CH3:53])[N:51]=2)=[CH:4][C:5]([NH:8][C:9]2[S:10][CH:11]=[C:12]([CH2:14][CH2:15][C:16]3[CH:17]=[CH:18][CH:19]=[CH:20][CH:21]=3)[N:13]=2)=[N:6][CH:7]=1. The catalyst class is: 174. (5) Reactant: [Cl:1][CH2:2][C:3]1[C:8]([CH3:9])=[C:7]([O:10][CH3:11])[C:6]([CH3:12])=[CH:5][N:4]=1.O.[NH2:14][NH2:15]. Product: [ClH:1].[CH3:11][O:10][C:7]1[C:6]([CH3:12])=[CH:5][N:4]=[C:3]([CH2:2][NH:14][NH2:15])[C:8]=1[CH3:9]. The catalyst class is: 5.